Task: Regression. Given two drug SMILES strings and cell line genomic features, predict the synergy score measuring deviation from expected non-interaction effect.. Dataset: NCI-60 drug combinations with 297,098 pairs across 59 cell lines Drug 1: C1=C(C(=O)NC(=O)N1)F. Drug 2: C1CC(CCC1OC2=C(C(=CC=C2)Cl)F)(CC3=NC(=CC=C3)NC4=NC=CS4)C(=O)O. Cell line: HCT116. Synergy scores: CSS=61.2, Synergy_ZIP=5.68, Synergy_Bliss=3.73, Synergy_Loewe=4.40, Synergy_HSA=8.98.